Predict the reactants needed to synthesize the given product. From a dataset of Full USPTO retrosynthesis dataset with 1.9M reactions from patents (1976-2016). (1) Given the product [OH:2][CH2:3][C:4]1[CH:9]=[CH:8][C:7]([O:10][CH2:11][C:12]#[CH:13])=[CH:6][C:5]=1[CH:14]([C:15]1[CH:16]=[CH:17][C:18]([CH:21]([CH3:23])[CH3:22])=[CH:19][CH:20]=1)[OH:24], predict the reactants needed to synthesize it. The reactants are: C[O:2][C:3](=O)[C:4]1[CH:9]=[CH:8][C:7]([O:10][CH2:11][C:12]#[CH:13])=[CH:6][C:5]=1[C:14](=[O:24])[C:15]1[CH:20]=[CH:19][C:18]([CH:21]([CH3:23])[CH3:22])=[CH:17][CH:16]=1.[H-].[H-].[H-].[H-].[Li+].[Al+3].O.[OH-].[Na+]. (2) Given the product [Br:1][C:2]1[CH:10]=[C:9]2[C:5]([CH2:6][CH2:7][C:8]2=[N:20][NH:19][C:16]2[CH:17]=[CH:18][C:13]([Cl:12])=[CH:14][CH:15]=2)=[CH:4][CH:3]=1, predict the reactants needed to synthesize it. The reactants are: [Br:1][C:2]1[CH:10]=[C:9]2[C:5]([CH2:6][CH2:7][C:8]2=O)=[CH:4][CH:3]=1.[Cl:12][C:13]1[CH:18]=[CH:17][C:16]([NH:19][NH2:20])=[CH:15][CH:14]=1. (3) The reactants are: [OH-].[Li+].[CH2:3]([N:5]([CH2:8][CH:9]1[CH2:11][CH:10]1[C:12]1[CH:17]=[C:16]([F:18])[CH:15]=[CH:14][C:13]=1[S:19]([NH:22][C:23]1[C:32]([C:33]([O:35]C)=[O:34])=[C:31]2[C:26]([C@H:27]3[CH2:37][C@H:28]3[CH2:29][O:30]2)=[CH:25][CH:24]=1)(=[O:21])=[O:20])[CH2:6][CH3:7])[CH3:4].C(O)(=O)CC(CC(O)=O)(C(O)=O)O. Given the product [CH2:3]([N:5]([CH2:8][CH:9]1[CH2:11][CH:10]1[C:12]1[CH:17]=[C:16]([F:18])[CH:15]=[CH:14][C:13]=1[S:19]([NH:22][C:23]1[C:32]([C:33]([OH:35])=[O:34])=[C:31]2[C:26]([C@H:27]3[CH2:37][C@H:28]3[CH2:29][O:30]2)=[CH:25][CH:24]=1)(=[O:20])=[O:21])[CH2:6][CH3:7])[CH3:4], predict the reactants needed to synthesize it. (4) Given the product [C:1]1([S:7]([N:10]2[C:14]3=[N:15][CH:16]=[C:17]([N+:20]([O-:22])=[O:21])[C:18]([NH:29][CH:26]4[CH2:27][CH2:28][S:23][CH2:24][CH2:25]4)=[C:13]3[CH:12]=[CH:11]2)(=[O:9])=[O:8])[CH:6]=[CH:5][CH:4]=[CH:3][CH:2]=1, predict the reactants needed to synthesize it. The reactants are: [C:1]1([S:7]([N:10]2[C:14]3=[N:15][CH:16]=[C:17]([N+:20]([O-:22])=[O:21])[C:18](Cl)=[C:13]3[CH:12]=[CH:11]2)(=[O:9])=[O:8])[CH:6]=[CH:5][CH:4]=[CH:3][CH:2]=1.[S:23]1[CH2:28][CH2:27][CH:26]([NH2:29])[CH2:25][CH2:24]1.CCN(C(C)C)C(C)C. (5) Given the product [F:1][C:2]1[CH:7]=[CH:6][C:5]([NH:8][C:9]2[N:18]=[CH:17][CH:16]=[CH:15][C:10]=2[C:11]([OH:13])=[O:12])=[CH:4][CH:3]=1, predict the reactants needed to synthesize it. The reactants are: [F:1][C:2]1[CH:7]=[CH:6][C:5]([NH:8][C:9]2[N:18]=[CH:17][CH:16]=[CH:15][C:10]=2[C:11]([O:13]C)=[O:12])=[CH:4][CH:3]=1.[OH-].[K+]. (6) Given the product [Cl:25][C:20]1[CH:19]=[C:18]([N:4]2[C:3](=[O:26])[C:2]([N:27]3[CH2:32][CH2:31][O:30][CH2:29][CH2:28]3)=[C:6]([C:7]3[CH:12]=[CH:11][C:10]([O:13][CH3:14])=[C:9]([O:15][CH3:16])[CH:8]=3)[C:5]2=[O:17])[CH:23]=[CH:22][C:21]=1[Cl:24], predict the reactants needed to synthesize it. The reactants are: Cl[C:2]1[C:3](=[O:26])[N:4]([C:18]2[CH:23]=[CH:22][C:21]([Cl:24])=[C:20]([Cl:25])[CH:19]=2)[C:5](=[O:17])[C:6]=1[C:7]1[CH:12]=[CH:11][C:10]([O:13][CH3:14])=[C:9]([O:15][CH3:16])[CH:8]=1.[NH:27]1[CH2:32][CH2:31][O:30][CH2:29][CH2:28]1.